From a dataset of NCI-60 drug combinations with 297,098 pairs across 59 cell lines. Regression. Given two drug SMILES strings and cell line genomic features, predict the synergy score measuring deviation from expected non-interaction effect. (1) Drug 1: CC1=C(C=C(C=C1)NC2=NC=CC(=N2)N(C)C3=CC4=NN(C(=C4C=C3)C)C)S(=O)(=O)N.Cl. Drug 2: C1=CC=C(C=C1)NC(=O)CCCCCCC(=O)NO. Cell line: HCC-2998. Synergy scores: CSS=-20.1, Synergy_ZIP=2.61, Synergy_Bliss=-14.6, Synergy_Loewe=-53.4, Synergy_HSA=-25.6. (2) Drug 1: C1=NC2=C(N1)C(=S)N=C(N2)N. Drug 2: CC1C(C(CC(O1)OC2CC(OC(C2O)C)OC3=CC4=CC5=C(C(=O)C(C(C5)C(C(=O)C(C(C)O)O)OC)OC6CC(C(C(O6)C)O)OC7CC(C(C(O7)C)O)OC8CC(C(C(O8)C)O)(C)O)C(=C4C(=C3C)O)O)O)O. Cell line: EKVX. Synergy scores: CSS=40.8, Synergy_ZIP=14.3, Synergy_Bliss=12.9, Synergy_Loewe=15.2, Synergy_HSA=15.1. (3) Drug 1: CCC1=CC2CC(C3=C(CN(C2)C1)C4=CC=CC=C4N3)(C5=C(C=C6C(=C5)C78CCN9C7C(C=CC9)(C(C(C8N6C)(C(=O)OC)O)OC(=O)C)CC)OC)C(=O)OC.C(C(C(=O)O)O)(C(=O)O)O. Drug 2: COC1=C2C(=CC3=C1OC=C3)C=CC(=O)O2. Cell line: EKVX. Synergy scores: CSS=27.0, Synergy_ZIP=-0.305, Synergy_Bliss=-0.425, Synergy_Loewe=-29.9, Synergy_HSA=-0.272. (4) Drug 1: CC1C(C(CC(O1)OC2CC(CC3=C2C(=C4C(=C3O)C(=O)C5=C(C4=O)C(=CC=C5)OC)O)(C(=O)CO)O)N)O.Cl. Drug 2: CC1C(C(CC(O1)OC2CC(CC3=C2C(=C4C(=C3O)C(=O)C5=C(C4=O)C(=CC=C5)OC)O)(C(=O)CO)O)N)O.Cl. Cell line: SF-539. Synergy scores: CSS=58.4, Synergy_ZIP=-7.64, Synergy_Bliss=-5.67, Synergy_Loewe=-3.61, Synergy_HSA=-1.66. (5) Drug 1: CC1=CC2C(CCC3(C2CCC3(C(=O)C)OC(=O)C)C)C4(C1=CC(=O)CC4)C. Drug 2: C1=CN(C=N1)CC(O)(P(=O)(O)O)P(=O)(O)O. Cell line: CAKI-1. Synergy scores: CSS=-0.887, Synergy_ZIP=-0.506, Synergy_Bliss=-4.49, Synergy_Loewe=-9.13, Synergy_HSA=-8.26. (6) Drug 1: CC1=CC2C(CCC3(C2CCC3(C(=O)C)OC(=O)C)C)C4(C1=CC(=O)CC4)C. Drug 2: C1=NNC2=C1C(=O)NC=N2. Cell line: SNB-19. Synergy scores: CSS=-11.2, Synergy_ZIP=2.92, Synergy_Bliss=-6.11, Synergy_Loewe=-14.3, Synergy_HSA=-14.2. (7) Drug 1: CN1CCC(CC1)COC2=C(C=C3C(=C2)N=CN=C3NC4=C(C=C(C=C4)Br)F)OC. Drug 2: C#CCC(CC1=CN=C2C(=N1)C(=NC(=N2)N)N)C3=CC=C(C=C3)C(=O)NC(CCC(=O)O)C(=O)O. Cell line: RXF 393. Synergy scores: CSS=11.0, Synergy_ZIP=-0.853, Synergy_Bliss=4.43, Synergy_Loewe=2.21, Synergy_HSA=3.78. (8) Drug 1: CN1C2=C(C=C(C=C2)N(CCCl)CCCl)N=C1CCCC(=O)O.Cl. Cell line: SF-295. Synergy scores: CSS=17.7, Synergy_ZIP=-6.50, Synergy_Bliss=-4.67, Synergy_Loewe=-27.8, Synergy_HSA=-3.04. Drug 2: CN(CCCl)CCCl.Cl. (9) Drug 1: CC12CCC(CC1=CCC3C2CCC4(C3CC=C4C5=CN=CC=C5)C)O. Drug 2: C1=NC(=NC(=O)N1C2C(C(C(O2)CO)O)O)N. Synergy scores: CSS=0.866, Synergy_ZIP=-1.72, Synergy_Bliss=-1.23, Synergy_Loewe=-2.81, Synergy_HSA=-2.17. Cell line: NCIH23.